Dataset: Full USPTO retrosynthesis dataset with 1.9M reactions from patents (1976-2016). Task: Predict the reactants needed to synthesize the given product. Given the product [C:24]([C:2]1[N:6]2[CH2:7][CH2:8][N:9]([C:11]([O:13][C:14]([CH3:17])([CH3:16])[CH3:15])=[O:12])[CH2:10][C:5]2=[C:4]([C:18]([OH:20])=[O:19])[N:3]=1)(=[O:31])[C:25]1[CH:30]=[CH:29][CH:28]=[CH:27][CH:26]=1, predict the reactants needed to synthesize it. The reactants are: Br[C:2]1[N:6]2[CH2:7][CH2:8][N:9]([C:11]([O:13][C:14]([CH3:17])([CH3:16])[CH3:15])=[O:12])[CH2:10][C:5]2=[C:4]([C:18]([OH:20])=[O:19])[N:3]=1.CON(C)[C:24](=[O:31])[C:25]1[CH:30]=[CH:29][CH:28]=[CH:27][CH:26]=1.C([Li])(C)(C)C.